From a dataset of Catalyst prediction with 721,799 reactions and 888 catalyst types from USPTO. Predict which catalyst facilitates the given reaction. Reactant: [O:1]1[CH2:6][CH2:5][C:4]([C:11](OC)=[O:12])([C:7]([O:9][CH3:10])=[O:8])[CH2:3][CH2:2]1.[H-].C1(C)C=CC=CC=1. Product: [CH:11]([C:4]1([C:7]([O:9][CH3:10])=[O:8])[CH2:5][CH2:6][O:1][CH2:2][CH2:3]1)=[O:12]. The catalyst class is: 4.